Dataset: Peptide-MHC class II binding affinity with 134,281 pairs from IEDB. Task: Regression. Given a peptide amino acid sequence and an MHC pseudo amino acid sequence, predict their binding affinity value. This is MHC class II binding data. (1) The peptide sequence is IFSGNMNIKLKMPMY. The MHC is DRB1_0901 with pseudo-sequence DRB1_0901. The binding affinity (normalized) is 0.212. (2) The peptide sequence is KRWIIVGLNKIVRMY. The MHC is DRB1_0103 with pseudo-sequence DRB1_0103. The binding affinity (normalized) is 0.574. (3) The peptide sequence is NIRQAGVQYSR. The MHC is DRB1_1101 with pseudo-sequence DRB1_1101. The binding affinity (normalized) is 0.0846. (4) The peptide sequence is HCNEMSWIQSIPFVH. The MHC is HLA-DPA10103-DPB10201 with pseudo-sequence HLA-DPA10103-DPB10201. The binding affinity (normalized) is 0.455.